Dataset: Catalyst prediction with 721,799 reactions and 888 catalyst types from USPTO. Task: Predict which catalyst facilitates the given reaction. (1) Reactant: [F:1][C:2]1[C:7]([S:8](Cl)(=[O:10])=[O:9])=[C:6]([F:12])[C:5]([F:13])=[C:4]([F:14])[C:3]=1[F:15].[OH-:16].[K+:17]. Product: [F:1][C:2]1[C:7]([S:8]([O-:16])(=[O:10])=[O:9])=[C:6]([F:12])[C:5]([F:13])=[C:4]([F:14])[C:3]=1[F:15].[K+:17]. The catalyst class is: 6. (2) Reactant: C(C1(O)C[CH2:8][CH2:7][C@H:6]([NH:10][C:11]2[C:16]([F:17])=[CH:15][N:14]=[C:13]([C:18]3[C:26]4[C:21](=[N:22][CH:23]=[C:24]([Cl:27])[CH:25]=4)[N:20]([S:28]([C:31]4[CH:36]=[CH:35][C:34]([CH3:37])=[CH:33][CH:32]=4)(=[O:30])=[O:29])[CH:19]=3)[N:12]=2)C1)C=C.N1C=CC=CC=1.C[N+]1([O-])[CH2:51][CH2:50][O:49]CC1.S(=O)(O)[O-:54].[Na+].[CH3:58][C:59]([OH:62])([CH3:61])[CH3:60]. Product: [Cl:27][C:24]1[CH:25]=[C:26]2[C:18]([C:13]3[N:12]=[C:11]([NH:10][C@H:6]4[CH2:7][CH2:8][CH2:60][C@@:59]([CH2:61][CH:51]([OH:54])[CH2:50][OH:49])([OH:62])[CH2:58]4)[C:16]([F:17])=[CH:15][N:14]=3)=[CH:19][N:20]([S:28]([C:31]3[CH:36]=[CH:35][C:34]([CH3:37])=[CH:33][CH:32]=3)(=[O:29])=[O:30])[C:21]2=[N:22][CH:23]=1. The catalyst class is: 822. (3) Reactant: [C:1]1([CH:7]2[CH2:11][NH:10][CH2:9][CH:8]2[NH:12][C:13](=[O:19])[O:14][C:15]([CH3:18])([CH3:17])[CH3:16])[CH:6]=[CH:5][CH:4]=[CH:3][CH:2]=1.[C:20](Cl)(=[O:22])[CH3:21].CCN(C(C)C)C(C)C. Product: [C:20]([N:10]1[CH2:11][CH:7]([C:1]2[CH:2]=[CH:3][CH:4]=[CH:5][CH:6]=2)[CH:8]([NH:12][C:13](=[O:19])[O:14][C:15]([CH3:16])([CH3:18])[CH3:17])[CH2:9]1)(=[O:22])[CH3:21]. The catalyst class is: 2. (4) Reactant: [C:1]([O:5]CC(C[O:5][C:1](=[O:4])[CH:2]=[CH2:3])(C[O:5][C:1](=[O:4])[CH:2]=[CH2:3])C[O:5][C:1](=[O:4])[CH:2]=[CH2:3])(=[O:4])[CH:2]=[CH2:3].[C:26]([O:30][CH2:31][C:32](CO)(COC(=O)C=C)COC(=O)C=C)(=[O:29])C=C.COC1C=CC(O)=CC=1.C(CCN=C=O)CCC[N:60]=C=O. Product: [C:1]([OH:5])(=[O:4])[CH:2]=[CH2:3].[NH2:60][C:26]([O:30][CH2:31][CH3:32])=[O:29]. The catalyst class is: 824.